From a dataset of Reaction yield outcomes from USPTO patents with 853,638 reactions. Predict the reaction yield, written as a fraction of the theoretical maximum amount of product (1.0 means a 100% yield; for example, 0.34 means a 34% yield). The reactants are [S:1]1[C:5]2[CH:6]=[CH:7][CH:8]=[CH:9][C:4]=2[N:3]=[C:2]1[S:10][CH2:11][C:12]([OH:14])=O.[NH:15]1[C:24]2[C:19](=[CH:20][CH:21]=[CH:22][CH:23]=2)[NH:18][CH2:17][CH2:16]1. No catalyst specified. The product is [S:1]1[C:5]2[CH:6]=[CH:7][CH:8]=[CH:9][C:4]=2[N:3]=[C:2]1[S:10][CH2:11][C:12]([N:15]1[C:24]2[C:19](=[CH:20][CH:21]=[CH:22][CH:23]=2)[NH:18][CH2:17][CH2:16]1)=[O:14]. The yield is 0.510.